From a dataset of Reaction yield outcomes from USPTO patents with 853,638 reactions. Predict the reaction yield, written as a fraction of the theoretical maximum amount of product (1.0 means a 100% yield; for example, 0.34 means a 34% yield). (1) The reactants are N1C=[CH:5][CH:4]=[C:3]([CH2:7][NH:8][C:9]2[C:10]([C:15]([OH:17])=O)=[N:11][CH:12]=[CH:13][CH:14]=2)[CH:2]=1.[NH2:18][C:19]1[CH:20]=[C:21]2[C:25](=[CH:26][CH:27]=1)[NH:24][N:23]=[CH:22]2.[CH3:28][N:29]1CCOCC1.F[P-](F)(F)(F)(F)F.N1(OC(N(C)C)=[N+](C)C)C2N=CC=CC=2N=N1. The catalyst is CN(C)C=O.C(=O)([O-])O.[Na+]. The product is [NH:24]1[C:25]2[C:21](=[CH:20][C:19]([NH:18][C:15]([C:10]3[C:9]([NH:8][CH2:7][C:3]4[CH:2]=[CH:28][N:29]=[CH:5][CH:4]=4)=[CH:14][CH:13]=[CH:12][N:11]=3)=[O:17])=[CH:27][CH:26]=2)[CH:22]=[N:23]1. The yield is 0.270. (2) The reactants are Cl.Cl.[Br:3][C:4]1[C:5]([CH:36]2[CH2:41][CH2:40][NH:39][CH2:38][CH2:37]2)=[N:6][N:7]([C:30]2[CH:35]=[CH:34][CH:33]=[CH:32][CH:31]=2)[C:8]=1[NH:9][C:10]([NH:12][C@H:13]1[C@H:17]([C:18]2[CH:23]=[CH:22][C:21]([F:24])=[C:20]([F:25])[CH:19]=2)[CH2:16][N:15]([CH2:26][CH2:27][O:28][CH3:29])[CH2:14]1)=[O:11].CCN(C(C)C)C(C)C.[CH3:51][S:52](Cl)(=[O:54])=[O:53]. The catalyst is C(Cl)Cl. The product is [Br:3][C:4]1[C:5]([CH:36]2[CH2:37][CH2:38][N:39]([S:52]([CH3:51])(=[O:54])=[O:53])[CH2:40][CH2:41]2)=[N:6][N:7]([C:30]2[CH:31]=[CH:32][CH:33]=[CH:34][CH:35]=2)[C:8]=1[NH:9][C:10]([NH:12][C@H:13]1[C@H:17]([C:18]2[CH:23]=[CH:22][C:21]([F:24])=[C:20]([F:25])[CH:19]=2)[CH2:16][N:15]([CH2:26][CH2:27][O:28][CH3:29])[CH2:14]1)=[O:11]. The yield is 0.770.